Dataset: Catalyst prediction with 721,799 reactions and 888 catalyst types from USPTO. Task: Predict which catalyst facilitates the given reaction. (1) Reactant: [NH:1]1[C:9]2[C:4](=[CH:5][CH:6]=[C:7]([N:10]3[CH2:15][CH2:14][O:13][CH2:12][CH2:11]3)[CH:8]=2)[CH:3]=[CH:2]1.[F:16][C:17]1[CH:22]=[CH:21][CH:20]=[CH:19][C:18]=1/[CH:23]=[CH:24]/[N+:25]([O-:27])=[O:26]. Product: [F:16][C:17]1[CH:22]=[CH:21][CH:20]=[CH:19][C:18]=1[CH:23]([C:3]1[C:4]2[C:9](=[CH:8][C:7]([N:10]3[CH2:15][CH2:14][O:13][CH2:12][CH2:11]3)=[CH:6][CH:5]=2)[NH:1][CH:2]=1)[CH2:24][N+:25]([O-:27])=[O:26]. The catalyst class is: 11. (2) Product: [CH2:43]([N:36]([CH2:37][CH2:38][C:39]([CH3:40])([CH3:41])[CH3:42])[C:34]([C:31]1[N:32]=[CH:33][N:29]([C:14]2[CH:13]=[C:12]([Cl:11])[C:17]([OH:18])=[C:16]([Cl:28])[CH:15]=2)[N:30]=1)=[O:35])[C:44]1[CH:49]=[CH:48][CH:47]=[CH:46][CH:45]=1. Reactant: C[Si]([N-][Si](C)(C)C)(C)C.[Na+].[Cl:11][C:12]1[CH:13]=[C:14]([N:29]2[CH:33]=[N:32][C:31]([C:34]([NH:36][CH2:37][CH2:38][C:39]([CH3:42])([CH3:41])[CH3:40])=[O:35])=[N:30]2)[CH:15]=[C:16]([Cl:28])[C:17]=1[O:18]CC1C=CC(OC)=CC=1.[CH2:43](Br)[C:44]1[CH:49]=[CH:48][CH:47]=[CH:46][CH:45]=1. The catalyst class is: 3.